Dataset: Forward reaction prediction with 1.9M reactions from USPTO patents (1976-2016). Task: Predict the product of the given reaction. (1) The product is: [C:1]([C:5]1[CH:6]=[CH:7][C:8]([C:9]([NH:11][C:12]2[C:13]([NH:18][C:19]([C:21]3[CH:29]=[C:28]4[C:24]([CH2:25][CH2:26][NH:27]4)=[CH:23][CH:22]=3)=[O:20])=[CH:14][CH:15]=[CH:16][CH:17]=2)=[O:10])=[CH:30][CH:31]=1)([CH3:4])([CH3:2])[CH3:3]. Given the reactants [C:1]([C:5]1[CH:31]=[CH:30][C:8]([C:9]([NH:11][C:12]2[C:13]([NH:18][C:19]([C:21]3[CH:29]=[C:28]4[C:24]([CH:25]=[CH:26][NH:27]4)=[CH:23][CH:22]=3)=[O:20])=[CH:14][CH:15]=[CH:16][CH:17]=2)=[O:10])=[CH:7][CH:6]=1)([CH3:4])([CH3:3])[CH3:2].[BH3-]C#N.[Na+].C([O-])(O)=O.[Na+], predict the reaction product. (2) Given the reactants [CH2:1]([O:5][C:6]([C:8]1[N:13]=[C:12](Br)[C:11]2[CH:15]=[CH:16][S:17][C:10]=2[C:9]=1[OH:18])=[O:7])[CH2:2][CH2:3][CH3:4].[C:19]([Si](C)(C)C)#[CH:20].C(N(CC)CC)C, predict the reaction product. The product is: [CH2:1]([O:5][C:6]([C:8]1[N:13]=[C:12]([C:19]#[CH:20])[C:11]2[CH:15]=[CH:16][S:17][C:10]=2[C:9]=1[OH:18])=[O:7])[CH2:2][CH2:3][CH3:4]. (3) Given the reactants [CH3:1][O:2][C:3]1[CH:4]=[C:5]([CH:33]=[CH:34][C:35]=1[O:36][CH3:37])[CH2:6][CH:7]1[C:16]2[C:11](=[CH:12][C:13]([O:18][CH3:19])=[C:14]([OH:17])[CH:15]=2)[CH2:10][CH2:9][N:8]1[CH2:20][C:21]([NH:23][CH:24]1[C:32]2[C:27](=[CH:28][CH:29]=[CH:30][CH:31]=2)[CH2:26][CH2:25]1)=[O:22].CS([C:42]1[N:47]=[CH:46][C:45]([C:48]([F:51])([F:50])[F:49])=[CH:44][N:43]=1)(=O)=O, predict the reaction product. The product is: [CH3:1][O:2][C:3]1[CH:4]=[C:5]([CH:33]=[CH:34][C:35]=1[O:36][CH3:37])[CH2:6][CH:7]1[C:16]2[C:11](=[CH:12][C:13]([O:18][CH3:19])=[C:14]([O:17][C:42]3[N:47]=[CH:46][C:45]([C:48]([F:51])([F:50])[F:49])=[CH:44][N:43]=3)[CH:15]=2)[CH2:10][CH2:9][N:8]1[CH2:20][C:21]([NH:23][CH:24]1[C:32]2[C:27](=[CH:28][CH:29]=[CH:30][CH:31]=2)[CH2:26][CH2:25]1)=[O:22]. (4) Given the reactants [F:1][C:2]1[CH:18]=[CH:17][C:5]([O:6][C:7]2[CH:14]=[CH:13][C:12]([CH2:15][OH:16])=[CH:11][C:8]=2[C:9]#[N:10])=[CH:4][CH:3]=1.Cl[C:20]1[CH:21]=[C:22]2[N:29]([CH3:30])[C@@H:28]([CH3:31])[CH2:27][N:23]2[C:24](=[O:26])[N:25]=1, predict the reaction product. The product is: [CH3:30][N:29]1[C:22]2[N:23]([C:24](=[O:26])[N:25]=[C:20]([O:16][CH2:15][C:12]3[CH:13]=[CH:14][C:7]([O:6][C:5]4[CH:17]=[CH:18][C:2]([F:1])=[CH:3][CH:4]=4)=[C:8]([CH:11]=3)[C:9]#[N:10])[CH:21]=2)[CH2:27][C@@H:28]1[CH3:31]. (5) Given the reactants [CH2:1]([O:8][C:9]1[C:10]([C:23]([O:25][CH2:26][CH3:27])=[O:24])=[N:11][N:12]2[CH:17]([C:18]([OH:20])=O)[CH2:16][N:15]([CH3:21])[C:14](=[O:22])[C:13]=12)[C:2]1[CH:7]=[CH:6][CH:5]=[CH:4][CH:3]=1.[NH4+:28].[Cl-], predict the reaction product. The product is: [NH2:28][C:18]([CH:17]1[N:12]2[N:11]=[C:10]([C:23]([O:25][CH2:26][CH3:27])=[O:24])[C:9]([O:8][CH2:1][C:2]3[CH:3]=[CH:4][CH:5]=[CH:6][CH:7]=3)=[C:13]2[C:14](=[O:22])[N:15]([CH3:21])[CH2:16]1)=[O:20]. (6) Given the reactants [C:1]([C:3]1[CH:42]=[CH:41][C:6]([C:7]([N:9]2[CH2:13][C@H:12]([C:14]3[CH:19]=[CH:18][CH:17]=[CH:16][CH:15]=3)[C@@H:11]([CH2:20][N:21]([C@@H:29]([C:31]3[C:40]4[C:35](=[CH:36][CH:37]=[CH:38][CH:39]=4)[CH:34]=[CH:33][CH:32]=3)[CH3:30])[C:22](=[O:28])[O:23][C:24]([CH3:27])([CH3:26])[CH3:25])[CH2:10]2)=[O:8])=[CH:5][CH:4]=1)#[N:2].[N-:43]=[N+:44]=[N-:45].[Na+].Cl.C(N(CC)CC)C, predict the reaction product. The product is: [C:31]1([C@H:29]([N:21]([CH2:20][C@@H:11]2[C@@H:12]([C:14]3[CH:15]=[CH:16][CH:17]=[CH:18][CH:19]=3)[CH2:13][N:9]([C:7](=[O:8])[C:6]3[CH:5]=[CH:4][C:3]([C:1]4[NH:45][N:44]=[N:43][N:2]=4)=[CH:42][CH:41]=3)[CH2:10]2)[C:22](=[O:28])[O:23][C:24]([CH3:27])([CH3:26])[CH3:25])[CH3:30])[C:40]2[C:35](=[CH:36][CH:37]=[CH:38][CH:39]=2)[CH:34]=[CH:33][CH:32]=1. (7) The product is: [Cl:1][C:2]1[CH:12]=[CH:11][C:5]2[CH2:6][CH2:7][NH:8][CH2:9][CH2:10][C:4]=2[C:3]=1[S:13][CH2:14][C:15]1[CH:20]=[CH:19][C:18]([C:21](=[S:41])[NH:22][CH2:23][C:24]2[CH:29]=[CH:28][C:27]([F:30])=[CH:26][CH:25]=2)=[CH:17][CH:16]=1. Given the reactants [Cl:1][C:2]1[CH:12]=[CH:11][C:5]2[CH2:6][CH2:7][NH:8][CH2:9][CH2:10][C:4]=2[C:3]=1[S:13][CH2:14][C:15]1[CH:20]=[CH:19][C:18]([C:21](=O)[NH:22][CH2:23][C:24]2[CH:29]=[CH:28][C:27]([F:30])=[CH:26][CH:25]=2)=[CH:17][CH:16]=1.COC1C=CC(P2(=S)SP(=S)(C3C=CC(OC)=CC=3)[S:41]2)=CC=1, predict the reaction product. (8) Given the reactants [C:1]([C:3]1[C:4]([O:16][CH3:17])=[C:5]([C:13](O)=[O:14])[C:6]2[C:11]([CH:12]=1)=[CH:10][CH:9]=[CH:8][CH:7]=2)#[N:2].C1COCC1.C(OC(Cl)=O)C(C)C.[BH4-].[Na+], predict the reaction product. The product is: [C:1]([C:3]1[C:4]([O:16][CH3:17])=[C:5]([CH2:13][OH:14])[C:6]2[C:11]([CH:12]=1)=[CH:10][CH:9]=[CH:8][CH:7]=2)#[N:2].